Dataset: Reaction yield outcomes from USPTO patents with 853,638 reactions. Task: Predict the reaction yield, written as a fraction of the theoretical maximum amount of product (1.0 means a 100% yield; for example, 0.34 means a 34% yield). The reactants are [Cl:1][C:2]1[CH:41]=[CH:40][C:5]([CH2:6][CH2:7][NH:8][C:9]([C:11]2[CH:39]=[CH:38][C:14]([O:15][C:16]3[C:21]([C:22]4[CH:27]=[CH:26][CH:25]=[C:24]([S:28]([CH3:31])(=[O:30])=[O:29])[CH:23]=4)=[CH:20][C:19]([CH2:32][C:33]([O:35]CC)=[O:34])=[CH:18][CH:17]=3)=[CH:13][CH:12]=2)=[O:10])=[CH:4][CH:3]=1.[OH-].[Na+].O. The catalyst is O1CCOCC1.C(OCC)(=O)C.Cl. The product is [Cl:1][C:2]1[CH:3]=[CH:4][C:5]([CH2:6][CH2:7][NH:8][C:9]([C:11]2[CH:12]=[CH:13][C:14]([O:15][C:16]3[C:21]([C:22]4[CH:27]=[CH:26][CH:25]=[C:24]([S:28]([CH3:31])(=[O:30])=[O:29])[CH:23]=4)=[CH:20][C:19]([CH2:32][C:33]([OH:35])=[O:34])=[CH:18][CH:17]=3)=[CH:38][CH:39]=2)=[O:10])=[CH:40][CH:41]=1. The yield is 0.0656.